The task is: Predict which catalyst facilitates the given reaction.. This data is from Catalyst prediction with 721,799 reactions and 888 catalyst types from USPTO. Reactant: [CH2:1]([O:3][CH:4]([C:11]1[CH:16]=[CH:15][C:14]([OH:17])=[CH:13][CH:12]=1)[CH2:5][C:6]([O:8][CH2:9][CH3:10])=[O:7])[CH3:2].[O:18]([C:25]1[CH:26]=[C:27]([CH:30]=[CH:31][CH:32]=1)[CH2:28]Cl)[C:19]1[CH:24]=[CH:23][CH:22]=[CH:21][CH:20]=1.C(=O)([O-])[O-].[K+].[K+].[I-].[K+].[Cl-].[NH4+]. Product: [CH2:1]([O:3][CH:4]([C:11]1[CH:12]=[CH:13][C:14]([O:17][CH2:28][C:27]2[CH:30]=[CH:31][CH:32]=[C:25]([O:18][C:19]3[CH:24]=[CH:23][CH:22]=[CH:21][CH:20]=3)[CH:26]=2)=[CH:15][CH:16]=1)[CH2:5][C:6]([O:8][CH2:9][CH3:10])=[O:7])[CH3:2]. The catalyst class is: 9.